This data is from Reaction yield outcomes from USPTO patents with 853,638 reactions. The task is: Predict the reaction yield, written as a fraction of the theoretical maximum amount of product (1.0 means a 100% yield; for example, 0.34 means a 34% yield). (1) The reactants are [C:1]([C:5]1[CH:6]=[C:7]([C:15]2[CH:23]=[CH:22][CH:21]=[C:20]3[C:16]=2[CH2:17][C:18](=[CH:25][C:26]2([CH3:32])[CH2:31][CH2:30][CH2:29][CH2:28][CH2:27]2)[C:19]3=[O:24])[CH:8]=[C:9]([C:11]([CH3:14])([CH3:13])[CH3:12])[CH:10]=1)([CH3:4])([CH3:3])[CH3:2]. The catalyst is [Ni].C(O)C. The product is [C:11]([C:9]1[CH:8]=[C:7]([C:15]2[CH:23]=[CH:22][CH:21]=[C:20]3[C:16]=2[CH2:17][CH:18]([CH2:25][C:26]2([CH3:32])[CH2:31][CH2:30][CH2:29][CH2:28][CH2:27]2)[C:19]3=[O:24])[CH:6]=[C:5]([C:1]([CH3:4])([CH3:3])[CH3:2])[CH:10]=1)([CH3:12])([CH3:13])[CH3:14]. The yield is 0.800. (2) The reactants are C(N(CC)CC)C.[CH3:8][C:9](OC(C)=O)=[O:10].[CH3:15][O:16][C:17]1[N:22]=[CH:21][C:20]([NH:23][C:24]2[C:29]([C:30]3[N:38]=[C:37]([CH3:39])[N:36]=[C:35]4[C:31]=3[N:32]=[CH:33][NH:34]4)=[CH:28][C:27]([CH2:40][N:41]3[CH2:46][CH2:45][NH:44][CH2:43][CH2:42]3)=[CH:26][N:25]=2)=[CH:19][CH:18]=1.C(Cl)Cl. The catalyst is CN(C=O)C.[NH4+].[Cl-].O.CCOC(C)=O. The product is [CH3:15][O:16][C:17]1[N:22]=[CH:21][C:20]([NH:23][C:24]2[N:25]=[CH:26][C:27]([CH2:40][N:41]3[CH2:42][CH2:43][N:44]([C:9](=[O:10])[CH3:8])[CH2:45][CH2:46]3)=[CH:28][C:29]=2[C:30]2[N:38]=[C:37]([CH3:39])[N:36]=[C:35]3[C:31]=2[N:32]=[CH:33][NH:34]3)=[CH:19][CH:18]=1. The yield is 0.560. (3) The reactants are [CH3:1][O:2][C:3]1[C:11]2[C:6](=[CH:7][C:8]([C:12]([O:14]C)=[O:13])=[CH:9][CH:10]=2)[N:5](C(OCC)=O)[N:4]=1.[OH-].[K+]. The catalyst is C(O)C. The product is [CH3:1][O:2][C:3]1[C:11]2[C:6](=[CH:7][C:8]([C:12]([OH:14])=[O:13])=[CH:9][CH:10]=2)[NH:5][N:4]=1. The yield is 0.760. (4) The reactants are Br[C:2]1[CH:3]=[C:4]([NH:10][C:11]2[CH:15]=[C:14]([CH2:16][O:17][CH3:18])[N:13]([CH3:19])[N:12]=2)[C:5](=[O:9])[N:6]([CH3:8])[CH:7]=1.[CH3:20][C:21]1([CH3:37])[C:25]([CH3:27])([CH3:26])[O:24][B:23]([B:23]2[O:24][C:25]([CH3:27])([CH3:26])[C:21]([CH3:37])([CH3:20])[O:22]2)[O:22]1.CC(C1C=C(C(C)C)C(C2C=CC=CC=2P(C2CCCCC2)C2CCCCC2)=C(C(C)C)C=1)C.C([O-])(=O)C.[K+]. The catalyst is C1C=CC(/C=C/C(/C=C/C2C=CC=CC=2)=O)=CC=1.C1C=CC(/C=C/C(/C=C/C2C=CC=CC=2)=O)=CC=1.C1C=CC(/C=C/C(/C=C/C2C=CC=CC=2)=O)=CC=1.[Pd].[Pd].O1CCOCC1. The product is [CH3:18][O:17][CH2:16][C:14]1[N:13]([CH3:19])[N:12]=[C:11]([NH:10][C:4]2[C:5](=[O:9])[N:6]([CH3:8])[CH:7]=[C:2]([B:23]3[O:24][C:25]([CH3:27])([CH3:26])[C:21]([CH3:37])([CH3:20])[O:22]3)[CH:3]=2)[CH:15]=1. The yield is 0.750. (5) The reactants are NC1N=CN=C2N(C(C3OC(=O)C4C(C=3C3C=CC=CC=3)=CC=CC=4)C)N=C(C3C=NC(N)=NC=3)C=12.[C:37]([N:40]1[CH2:45][CH:44]=[C:43]([C:46]2[C:55]3[C:50](=[CH:51][CH:52]=[CH:53][CH:54]=3)[C:49](=[O:56])[O:48][C:47]=2[CH:57]([N:59]2[C:63]3=[N:64][CH:65]=[N:66][C:67]([NH2:68])=[C:62]3[C:61](I)=[N:60]2)[CH3:58])[CH2:42][CH2:41]1)(=[O:39])[CH3:38].[F:70][C:71]1[CH:72]=[C:73](B(O)O)[CH:74]=[C:75]([OH:77])[CH:76]=1. No catalyst specified. The product is [C:37]([N:40]1[CH2:45][CH:44]=[C:43]([C:46]2[C:55]3[C:50](=[CH:51][CH:52]=[CH:53][CH:54]=3)[C:49](=[O:56])[O:48][C:47]=2[CH:57]([N:59]2[C:63]3=[N:64][CH:65]=[N:66][C:67]([NH2:68])=[C:62]3[C:61]([C:73]3[CH:74]=[C:75]([OH:77])[CH:76]=[C:71]([F:70])[CH:72]=3)=[N:60]2)[CH3:58])[CH2:42][CH2:41]1)(=[O:39])[CH3:38]. The yield is 0.435. (6) The reactants are [Br:1][C:2]1[CH:10]=[CH:9][C:8]([C:11]([OH:13])=O)=[C:7]2[C:3]=1[CH:4]=[C:5]([C:14]1[CH2:15][N:16]([C:19]([O:21][C:22]([CH3:25])([CH3:24])[CH3:23])=[O:20])[CH2:17][CH:18]=1)[NH:6]2.C1C[N:29]([P+](ON2N=NC3C=CC=CC2=3)(N2CCCC2)N2CCCC2)CC1.F[P-](F)(F)(F)(F)F.C1C=CC2N(O)N=NC=2C=1.CCN(C(C)C)C(C)C.[NH4+].[Cl-]. The catalyst is CN(C=O)C. The product is [Br:1][C:2]1[CH:10]=[CH:9][C:8]([C:11](=[O:13])[NH2:29])=[C:7]2[C:3]=1[CH:4]=[C:5]([C:14]1[CH2:15][N:16]([C:19]([O:21][C:22]([CH3:24])([CH3:25])[CH3:23])=[O:20])[CH2:17][CH:18]=1)[NH:6]2. The yield is 0.540. (7) The product is [Br:1][C:2]1[S:3][C:4]([C:7]2[C:8]3[CH:15]=[CH:14][NH:13][C:9]=3[N:10]=[CH:11][N:12]=2)=[CH:5][N:6]=1. The yield is 0.720. The reactants are [Br:1][C:2]1[S:3][C:4]([C:7]2[C:8]3[CH:15]=[CH:14][N:13](COCC[Si](C)(C)C)[C:9]=3[N:10]=[CH:11][N:12]=2)=[CH:5][N:6]=1. The catalyst is C(Cl)Cl.C(O)(C(F)(F)F)=O. (8) The reactants are [F:1][C:2]1[CH:7]=[CH:6][C:5]([C:8]2([CH3:30])[CH:17]([C:18]3[N:19]([CH3:23])[CH:20]=[CH:21][N:22]=3)[C:16](=O)[C:15]3[C:14]([C:25](OCC)=[O:26])=[CH:13][CH:12]=[CH:11][C:10]=3[NH:9]2)=[CH:4][CH:3]=1.O.[NH2:32][NH2:33]. The catalyst is CO. The product is [F:1][C:2]1[CH:3]=[CH:4][C:5]([C:8]2([CH3:30])[NH:9][C:10]3[C:15]4[C:16](=[N:32][NH:33][C:25](=[O:26])[C:14]=4[CH:13]=[CH:12][CH:11]=3)[CH:17]2[C:18]2[N:19]([CH3:23])[CH:20]=[CH:21][N:22]=2)=[CH:6][CH:7]=1. The yield is 0.360. (9) The reactants are [Br:1][C:2]1[N:7]=[C:6]([C:8](O)([CH3:10])[CH3:9])[C:5]([F:12])=[CH:4][CH:3]=1.CS(OS(C)(=O)=O)(=O)=O.C(N(CC)CC)C. The catalyst is ClCCl. The product is [Br:1][C:2]1[N:7]=[C:6]([C:8]([CH3:10])=[CH2:9])[C:5]([F:12])=[CH:4][CH:3]=1. The yield is 0.840.